From a dataset of hERG potassium channel inhibition data for cardiac toxicity prediction from Karim et al.. Regression/Classification. Given a drug SMILES string, predict its toxicity properties. Task type varies by dataset: regression for continuous values (e.g., LD50, hERG inhibition percentage) or binary classification for toxic/non-toxic outcomes (e.g., AMES mutagenicity, cardiotoxicity, hepatotoxicity). Dataset: herg_karim. (1) The drug is Cc1cc(-c2cc3c(c(F)n2)Oc2ccc(-c4cccnc4F)cc2[C@@]32COC(N)=N2)ccn1. The result is 0 (non-blocker). (2) The molecule is O=C1OC2(CCC(c3nc4ccc(OC(F)(F)F)cc4[nH]3)CC2)CN1c1cccc(F)n1. The result is 1 (blocker). (3) The compound is COc1ccc(C2(c3cccc(-c4cncnc4)c3)N=C(N)n3nc(C)cc32)cc1. The result is 1 (blocker). (4) The compound is O=C(c1ccccc1C(F)(F)F)N(CC1CCCC1)[C@H]1CCNC1. The result is 0 (non-blocker). (5) The drug is C[n+]1c(CCCOc2cccc(Cl)c2)cccc1CCCOc1cccc(Cl)c1. The result is 1 (blocker). (6) The result is 0 (non-blocker). The molecule is O=C(c1ccccc1C(F)(F)F)N(c1ccccc1)[C@H]1CCNC1. (7) The molecule is Fc1cccc(-n2cc(NCCN3CCCOCC3)nn2)c1. The result is 0 (non-blocker).